Predict the product of the given reaction. From a dataset of Forward reaction prediction with 1.9M reactions from USPTO patents (1976-2016). (1) Given the reactants B(O)O.Br[C:5]1[N:10]=[C:9]([CH:11]=[O:12])[CH:8]=[CH:7][CH:6]=1.[O:13]1[CH:17]=[CH:16][CH:15]=[C:14]1B(O)O, predict the reaction product. The product is: [O:13]1[CH:17]=[CH:16][CH:15]=[C:14]1[C:5]1[N:10]=[C:9]([CH:11]=[O:12])[CH:8]=[CH:7][CH:6]=1. (2) The product is: [CH3:7][S:8]([C:11]1[CH:19]=[CH:18][C:14]([C:15]([N:34]2[CH2:35][CH2:36][CH:31]([C:28]3[CH:29]=[CH:30][C:25]([C:23]#[N:24])=[CH:26][CH:27]=3)[CH2:32][CH2:33]2)=[O:17])=[CH:13][C:12]=1[N+:20]([O-:22])=[O:21])(=[O:9])=[O:10]. Given the reactants C(Cl)(=O)C(Cl)=O.[CH3:7][S:8]([C:11]1[CH:19]=[CH:18][C:14]([C:15]([OH:17])=O)=[CH:13][C:12]=1[N+:20]([O-:22])=[O:21])(=[O:10])=[O:9].[C:23]([C:25]1[CH:30]=[CH:29][C:28]([CH:31]2[CH2:36][CH2:35][NH:34][CH2:33][CH2:32]2)=[CH:27][CH:26]=1)#[N:24].CCN(C(C)C)C(C)C, predict the reaction product. (3) Given the reactants [CH:1]1([N:6]2[CH2:12][C@:11]([F:15])([CH:13]=[CH2:14])[C:10](=[O:16])[N:9]([CH3:17])[C:8]3[CH:18]=[N:19][C:20]([NH:22][C:23]4[C:31]([O:32][CH3:33])=[CH:30][C:26]([C:27](O)=[O:28])=[C:25]([F:34])[CH:24]=4)=[N:21][C:7]2=3)[CH2:5][CH2:4][CH2:3][CH2:2]1.CN(C(ON1N=NC2C=CC=NC1=2)=[N+](C)C)C.F[P-](F)(F)(F)(F)F.[NH2:59][CH:60]1[CH2:65][CH2:64][N:63]([CH3:66])[CH2:62][CH2:61]1, predict the reaction product. The product is: [CH:1]1([N:6]2[CH2:12][C@:11]([F:15])([CH:13]=[CH2:14])[C:10](=[O:16])[N:9]([CH3:17])[C:8]3[CH:18]=[N:19][C:20]([NH:22][C:23]4[C:31]([O:32][CH3:33])=[CH:30][C:26]([C:27]([NH:59][CH:60]5[CH2:65][CH2:64][N:63]([CH3:66])[CH2:62][CH2:61]5)=[O:28])=[C:25]([F:34])[CH:24]=4)=[N:21][C:7]2=3)[CH2:5][CH2:4][CH2:3][CH2:2]1. (4) Given the reactants [F:1][C:2]1[CH:7]=[C:6]([C:8]([F:11])([F:10])[F:9])[C:5]([C:12]2[CH:17]=[CH:16][C:15]([O:18][CH2:19][CH2:20][C:21]([OH:24])([CH3:23])[CH3:22])=[CH:14][CH:13]=2)=[CH:4][C:3]=1[CH2:25][O:26][C:27]1[N:32]=[CH:31][C:30]2[C@@H:33]3[C@@H:36]([C:37]([O:39]CC)=[O:38])[C@@H:34]3[CH2:35][C:29]=2[CH:28]=1.[Li+].[OH-].Cl, predict the reaction product. The product is: [F:1][C:2]1[CH:7]=[C:6]([C:8]([F:11])([F:9])[F:10])[C:5]([C:12]2[CH:17]=[CH:16][C:15]([O:18][CH2:19][CH2:20][C:21]([OH:24])([CH3:22])[CH3:23])=[CH:14][CH:13]=2)=[CH:4][C:3]=1[CH2:25][O:26][C:27]1[N:32]=[CH:31][C:30]2[C@@H:33]3[C@@H:36]([C:37]([OH:39])=[O:38])[C@@H:34]3[CH2:35][C:29]=2[CH:28]=1. (5) Given the reactants [NH2:1][C@H:2]([C:4]1[N:9]([C:10]2[CH:15]=[CH:14][CH:13]=[CH:12][CH:11]=2)[C:8](=[O:16])[C:7]2=[C:17]([CH3:20])[CH:18]=[CH:19][N:6]2[N:5]=1)[CH3:3].[NH2:21][C:22]1[C:27]([C:28]([OH:30])=[O:29])=[C:26](Cl)[N:25]=[CH:24][N:23]=1.CCN(C(C)C)C(C)C.[F-].[Cs+], predict the reaction product. The product is: [NH2:21][C:22]1[C:27]([C:28]([OH:30])=[O:29])=[C:26]([NH:1][C@H:2]([C:4]2[N:9]([C:10]3[CH:15]=[CH:14][CH:13]=[CH:12][CH:11]=3)[C:8](=[O:16])[C:7]3=[C:17]([CH3:20])[CH:18]=[CH:19][N:6]3[N:5]=2)[CH3:3])[N:25]=[CH:24][N:23]=1. (6) Given the reactants [F:1][C:2]1([F:26])[CH2:7][CH2:6][C:5]([CH2:9][NH:10][C:11]([C:13]2[C:14]([Cl:25])=[C:15]3[C:19](=[C:20]([C:22](=[O:24])[CH3:23])[CH:21]=2)[NH:18][CH:17]=[CH:16]3)=[O:12])([OH:8])[CH2:4][CH2:3]1.[CH3:27][Mg]Br.C(OCC)C, predict the reaction product. The product is: [F:26][C:2]1([F:1])[CH2:7][CH2:6][C:5]([CH2:9][NH:10][C:11]([C:13]2[C:14]([Cl:25])=[C:15]3[C:19](=[C:20]([C:22]([OH:24])([CH3:27])[CH3:23])[CH:21]=2)[NH:18][CH:17]=[CH:16]3)=[O:12])([OH:8])[CH2:4][CH2:3]1. (7) Given the reactants Cl[C:2]1[N:7]=[C:6]([NH:8][C:9]2[CH:17]=[CH:16][CH:15]=[C:14]3[C:10]=2[CH2:11][CH:12]([OH:18])[CH2:13]3)[CH:5]=[C:4]([C:19]2[CH:24]=[CH:23][C:22]([C:25]([F:28])([F:27])[F:26])=[CH:21][CH:20]=2)[N:3]=1.[CH:29]1([CH2:35][NH2:36])[CH2:34][CH2:33][CH2:32][CH2:31][CH2:30]1, predict the reaction product. The product is: [CH:29]1([CH2:35][NH:36][C:2]2[N:7]=[C:6]([NH:8][C:9]3[CH:17]=[CH:16][CH:15]=[C:14]4[C:10]=3[CH2:11][CH:12]([OH:18])[CH2:13]4)[CH:5]=[C:4]([C:19]3[CH:20]=[CH:21][C:22]([C:25]([F:27])([F:28])[F:26])=[CH:23][CH:24]=3)[N:3]=2)[CH2:34][CH2:33][CH2:32][CH2:31][CH2:30]1.